Task: Predict which catalyst facilitates the given reaction.. Dataset: Catalyst prediction with 721,799 reactions and 888 catalyst types from USPTO (1) Reactant: Br[C:2]1[CH:7]=[CH:6][C:5]([Br:8])=[CH:4][CH:3]=1.[Li]CCCC.[CH3:14][C:15]([CH3:17])=[O:16]. Product: [Br:8][C:5]1[CH:6]=[CH:7][C:2]([C:15]([OH:16])([CH3:17])[CH3:14])=[CH:3][CH:4]=1. The catalyst class is: 1. (2) Reactant: [CH2:1]([C:8]1[O:12][C:11]([C:13]2[CH:18]=[C:17]([F:19])[CH:16]=[CH:15][C:14]=2[F:20])=[N:10][C:9]=1[CH2:21][OH:22])[C:2]1[CH:7]=[CH:6][CH:5]=[CH:4][CH:3]=1.CC(OI1(OC(C)=O)(OC(C)=O)OC(=O)C2C=CC=CC1=2)=O.C([O-])(O)=O.[Na+].[O-]S([O-])(=S)=O.[Na+].[Na+]. Product: [CH2:1]([C:8]1[O:12][C:11]([C:13]2[CH:18]=[C:17]([F:19])[CH:16]=[CH:15][C:14]=2[F:20])=[N:10][C:9]=1[CH:21]=[O:22])[C:2]1[CH:3]=[CH:4][CH:5]=[CH:6][CH:7]=1. The catalyst class is: 4. (3) Reactant: [O:1]=[C:2]1[CH:20]=[C:19]([CH:21]2[CH2:26][CH2:25][N:24](C(OC(C)(C)C)=O)[CH2:23][CH2:22]2)[N:5]2[N:6]=[C:7]3[C:12]([C:11]([C:13]4[CH:18]=[CH:17][CH:16]=[CH:15][CH:14]=4)=[CH:10][CH:9]=[CH:8]3)=[C:4]2[NH:3]1.[ClH:34]. Product: [ClH:34].[C:13]1([C:11]2[C:12]3[C:7]([CH:8]=[CH:9][CH:10]=2)=[N:6][N:5]2[C:19]([CH:21]4[CH2:26][CH2:25][NH:24][CH2:23][CH2:22]4)=[CH:20][C:2](=[O:1])[NH:3][C:4]=32)[CH:18]=[CH:17][CH:16]=[CH:15][CH:14]=1. The catalyst class is: 12. (4) Reactant: BrC1C=CC(S([O:11][C@@H:12]2[CH2:16][N:15]([C:17]([O:19][C:20]([CH3:23])([CH3:22])[CH3:21])=[O:18])[C@H:14]([C:24]([O:26][CH3:27])=[O:25])[CH2:13]2)(=O)=O)=CC=1.[Br:28][C:29]1[CH:30]=[C:31]2[C:36](=[CH:37][C:38]=1[O:39][CH3:40])[NH:35][C:34](=[O:41])[CH:33]=[C:32]2O.C([O-])([O-])=O.[Cs+].[Cs+]. Product: [Br:28][C:29]1[CH:30]=[C:31]2[C:36](=[CH:37][C:38]=1[O:39][CH3:40])[NH:35][C:34](=[O:41])[CH:33]=[C:32]2[O:11][C@H:12]1[CH2:16][N:15]([C:17]([O:19][C:20]([CH3:21])([CH3:22])[CH3:23])=[O:18])[C@H:14]([C:24]([O:26][CH3:27])=[O:25])[CH2:13]1. The catalyst class is: 37. (5) Reactant: [Cl:1][C:2]1[CH:27]=[CH:26][C:25]([Cl:28])=[CH:24][C:3]=1[CH2:4][N:5]1[C:9]([C:10]([O:12]C)=[O:11])=[C:8]([C:14]([OH:17])([CH3:16])[CH3:15])[N:7]=[C:6]1[C:18]1[CH:19]=[N:20][CH:21]=[CH:22][CH:23]=1.[OH-].[Na+].Cl. Product: [Cl:1][C:2]1[CH:27]=[CH:26][C:25]([Cl:28])=[CH:24][C:3]=1[CH2:4][N:5]1[C:9]([C:10]([OH:12])=[O:11])=[C:8]([C:14]([OH:17])([CH3:16])[CH3:15])[N:7]=[C:6]1[C:18]1[CH:19]=[N:20][CH:21]=[CH:22][CH:23]=1. The catalyst class is: 36.